Task: Predict which catalyst facilitates the given reaction.. Dataset: Catalyst prediction with 721,799 reactions and 888 catalyst types from USPTO (1) Reactant: [I-].[N:2]1([NH:11][C:12]([C:14]2[CH:15]=[N+:16]([CH3:20])[CH:17]=[CH:18][CH:19]=2)=[O:13])[C:10]2[C:5](=[CH:6][CH:7]=[CH:8][CH:9]=2)[CH2:4][CH2:3]1.C(N(CC)CC)C. Product: [N:2]1([NH:11][C:12]([C:14]2[CH2:19][CH2:18][CH2:17][N:16]([CH3:20])[CH:15]=2)=[O:13])[C:10]2[C:5](=[CH:6][CH:7]=[CH:8][CH:9]=2)[CH2:4][CH2:3]1. The catalyst class is: 458. (2) Reactant: [Br:1][C:2]1[CH:3]=[C:4]([NH2:12])[C:5]2[CH:6]=[N:7][N:8]([CH3:11])[C:9]=2[CH:10]=1.N1C=CC=CC=1.Cl[CH2:20][C:21]1[N:22]=[C:23]([C:26]([Cl:28])=O)[S:24][CH:25]=1.C(=O)(O)[O-:30].[Na+]. Product: [Br:1][C:2]1[CH:10]=[C:9]2[C:5]([CH:6]=[N:7][N:8]2[CH3:11])=[C:4]([NH:12][C:20]([C:21]2[N:22]=[C:23]([CH2:26][Cl:28])[S:24][CH:25]=2)=[O:30])[CH:3]=1. The catalyst class is: 46. (3) Reactant: [F:1][C:2]1([F:30])[CH2:7][CH2:6][N:5]([C:8]([C:10]2[NH:11][C:12]3[C:17]([CH:18]=2)=[CH:16][C:15]([C:19]([N:21]2[CH2:26][CH2:25][N:24]([CH:27]([CH3:29])[CH3:28])[CH2:23][CH2:22]2)=[O:20])=[CH:14][CH:13]=3)=[O:9])[CH2:4][CH2:3]1.[H-].[Na+].Br[CH2:34][CH:35]1[CH2:38][CH2:37][CH2:36]1. Product: [CH:35]1([CH2:34][N:11]2[C:12]3[C:17](=[CH:16][C:15]([C:19]([N:21]4[CH2:22][CH2:23][N:24]([CH:27]([CH3:28])[CH3:29])[CH2:25][CH2:26]4)=[O:20])=[CH:14][CH:13]=3)[CH:18]=[C:10]2[C:8]([N:5]2[CH2:6][CH2:7][C:2]([F:1])([F:30])[CH2:3][CH2:4]2)=[O:9])[CH2:38][CH2:37][CH2:36]1. The catalyst class is: 9.